Predict the product of the given reaction. From a dataset of Forward reaction prediction with 1.9M reactions from USPTO patents (1976-2016). (1) Given the reactants [Cl:1][C:2]1[N:7]=[C:6](Cl)[C:5]([C:9]#[N:10])=[C:4]([Cl:11])[N:3]=1.C(N(C(C)C)C(C)C)C.[CH2:21]([CH2:23][NH2:24])[OH:22], predict the reaction product. The product is: [Cl:1][C:2]1[N:3]=[C:4]([Cl:11])[C:5]([C:9]#[N:10])=[C:6]([NH:24][CH2:23][CH2:21][OH:22])[N:7]=1. (2) Given the reactants [N:1]1(O)[C:13]2[C:12]3[CH:11]=[CH:10][CH:9]=[CH:8][C:7]=3[N:6]=[CH:5][C:4]=2[N:3]=[CH:2]1.[N:15]1(O)[C:27]2[C:26]3[N:25]=[CH:24][CH:23]=[CH:22][C:21]=3[N:20]=[CH:19][C:18]=2[N:17]=[CH:16]1, predict the reaction product. The product is: [NH:1]1[C:13]2[C:12]3[CH:11]=[CH:10][CH:9]=[CH:8][C:7]=3[N:6]=[CH:5][C:4]=2[N:3]=[CH:2]1.[NH:15]1[C:27]2[C:26]3[N:25]=[CH:24][CH:23]=[CH:22][C:21]=3[N:20]=[CH:19][C:18]=2[N:17]=[CH:16]1. (3) Given the reactants [CH2:1]([O:8][C:9]1[CH:18]=[CH:17][CH:16]=[C:15]2[C:10]=1[CH2:11][CH2:12][CH2:13][CH:14]2[C:19](O)=[O:20])[C:2]1[CH:7]=[CH:6][CH:5]=[CH:4][CH:3]=1.[CH2:22]([C:24]1[CH:29]=[CH:28][C:27]([NH:30][CH2:31][C:32]2[CH:37]=[CH:36][C:35]([N:38]3[CH2:43][CH2:42][O:41][CH2:40][CH2:39]3)=[CH:34][CH:33]=2)=[CH:26][CH:25]=1)[CH3:23], predict the reaction product. The product is: [CH2:1]([O:8][C:9]1[CH:18]=[CH:17][CH:16]=[C:15]2[C:10]=1[CH2:11][CH2:12][CH2:13][CH:14]2[C:19]([N:30]([C:27]1[CH:28]=[CH:29][C:24]([CH2:22][CH3:23])=[CH:25][CH:26]=1)[CH2:31][C:32]1[CH:37]=[CH:36][C:35]([N:38]2[CH2:39][CH2:40][O:41][CH2:42][CH2:43]2)=[CH:34][CH:33]=1)=[O:20])[C:2]1[CH:3]=[CH:4][CH:5]=[CH:6][CH:7]=1. (4) Given the reactants [C:1]([O:8][CH2:9][CH3:10])(=[O:7])[C:2]([O:4]CC)=O.[O-]CC.[Na+].[C:15]([C:18]1[CH:23]=[CH:22][C:21]([NH:24][C:25]([O:27][C:28]([CH3:31])([CH3:30])[CH3:29])=[O:26])=[CH:20][N:19]=1)(=[O:17])[CH3:16], predict the reaction product. The product is: [CH2:9]([O:8][C:1](=[O:7])[C:2](=[O:4])[CH2:16][C:15]([C:18]1[CH:23]=[CH:22][C:21]([NH:24][C:25]([O:27][C:28]([CH3:31])([CH3:30])[CH3:29])=[O:26])=[CH:20][N:19]=1)=[O:17])[CH3:10]. (5) Given the reactants [N-:1]=[N+:2]=[N-:3].[Na+].Cl[CH2:6][C:7](=[O:14])[CH2:8][C:9]([O:11][CH2:12][CH3:13])=[O:10].[Na+].[I-], predict the reaction product. The product is: [N:1]([CH2:6][C:7](=[O:14])[CH2:8][C:9]([O:11][CH2:12][CH3:13])=[O:10])=[N+:2]=[N-:3]. (6) Given the reactants C(N(CC)CC)C.Cl.[NH2:9][CH2:10][C:11]([C:13]1[CH:18]=[CH:17][CH:16]=[CH:15][C:14]=1[O:19][CH3:20])=[O:12].[CH3:21][O:22][C:23](=[O:33])[CH2:24][CH2:25][CH2:26][CH2:27][CH2:28][CH2:29][C:30](O)=[O:31].CCN=C=NCCCN(C)C.Cl, predict the reaction product. The product is: [CH3:21][O:22][C:23](=[O:33])[CH2:24][CH2:25][CH2:26][CH2:27][CH2:28][CH2:29][C:30](=[O:31])[NH:9][CH2:10][C:11]([C:13]1[CH:18]=[CH:17][CH:16]=[CH:15][C:14]=1[O:19][CH3:20])=[O:12]. (7) Given the reactants [CH2:1]([C:8]1[S:9][C:10]([C:35](OCC)=[O:36])=[C:11]([O:13][CH2:14][CH2:15][CH2:16][C:17]2[N:21]([CH2:22][C:23]3[CH:28]=[CH:27][C:26]([Cl:29])=[CH:25][C:24]=3[Cl:30])[N:20]=[C:19]([O:31][CH:32]([CH3:34])[CH3:33])[CH:18]=2)[N:12]=1)[C:2]1[CH:7]=[CH:6][CH:5]=[CH:4][CH:3]=1.[H-].C([Al+]CC(C)C)C(C)C.Cl, predict the reaction product. The product is: [CH2:1]([C:8]1[S:9][C:10]([CH2:35][OH:36])=[C:11]([O:13][CH2:14][CH2:15][CH2:16][C:17]2[N:21]([CH2:22][C:23]3[CH:28]=[CH:27][C:26]([Cl:29])=[CH:25][C:24]=3[Cl:30])[N:20]=[C:19]([O:31][CH:32]([CH3:33])[CH3:34])[CH:18]=2)[N:12]=1)[C:2]1[CH:7]=[CH:6][CH:5]=[CH:4][CH:3]=1. (8) Given the reactants S(Cl)(Cl)=O.[C:5]([CH2:7][CH2:8][CH:9]([C:13]1[CH:18]=[CH:17][CH:16]=[CH:15][C:14]=1[C:19]([F:22])([F:21])[F:20])[C:10](O)=[O:11])#[N:6].[BH4-].[Na+], predict the reaction product. The product is: [OH:11][CH2:10][CH:9]([C:13]1[CH:18]=[CH:17][CH:16]=[CH:15][C:14]=1[C:19]([F:20])([F:21])[F:22])[CH2:8][CH2:7][C:5]#[N:6]. (9) The product is: [OH:36][CH2:35][C:33]([NH:1][C@H:2]1[CH2:7][CH2:6][C@H:5]([NH:8][C:9]([C:11]2[C:15]3[N:16]=[CH:17][N:18]=[C:19]([C:20]4[CH:25]=[C:24]([F:26])[CH:23]=[CH:22][C:21]=4[O:27][CH2:28][CH:29]4[CH2:30][CH2:31]4)[C:14]=3[NH:13][CH:12]=2)=[O:10])[CH2:4][CH2:3]1)=[O:34]. Given the reactants [NH2:1][C@H:2]1[CH2:7][CH2:6][C@H:5]([NH:8][C:9]([C:11]2[C:15]3[N:16]=[CH:17][N:18]=[C:19]([C:20]4[CH:25]=[C:24]([F:26])[CH:23]=[CH:22][C:21]=4[O:27][CH2:28][CH:29]4[CH2:31][CH2:30]4)[C:14]=3[NH:13][CH:12]=2)=[O:10])[CH2:4][CH2:3]1.Cl[C:33]([CH2:35][O:36]C(=O)C)=[O:34], predict the reaction product. (10) Given the reactants [O:1]1[CH2:6][CH2:5][C:4](=O)[CH2:3][CH2:2]1.[CH2:8]([NH2:15])[C:9]1[CH:14]=[CH:13][CH:12]=[CH:11][CH:10]=1.[BH-](OC(C)=O)(OC(C)=O)OC(C)=O.[Na+].CC(O)=O, predict the reaction product. The product is: [CH2:8]([NH:15][CH:4]1[CH2:5][CH2:6][O:1][CH2:2][CH2:3]1)[C:9]1[CH:14]=[CH:13][CH:12]=[CH:11][CH:10]=1.